This data is from Catalyst prediction with 721,799 reactions and 888 catalyst types from USPTO. The task is: Predict which catalyst facilitates the given reaction. Reactant: [CH2:1]([N:8]1[CH2:13][CH2:12][NH:11][C@H:10]([CH2:14][C:15]2[CH:20]=[CH:19][CH:18]=[CH:17][CH:16]=2)[CH2:9]1)[C:2]1[CH:7]=[CH:6][CH:5]=[CH:4][CH:3]=1.[Br:21][C:22]1[CH:26]=[CH:25][S:24][C:23]=1[C:27](O)=[O:28].CCN=C=NCCCN(C)C.C1C=CC2N(O)N=NC=2C=1. Product: [Br:21][C:22]1[CH:26]=[CH:25][S:24][C:23]=1[C:27]([N:11]1[CH2:12][CH2:13][N:8]([CH2:1][C:2]2[CH:3]=[CH:4][CH:5]=[CH:6][CH:7]=2)[CH2:9][C@H:10]1[CH2:14][C:15]1[CH:20]=[CH:19][CH:18]=[CH:17][CH:16]=1)=[O:28]. The catalyst class is: 4.